This data is from Catalyst prediction with 721,799 reactions and 888 catalyst types from USPTO. The task is: Predict which catalyst facilitates the given reaction. (1) The catalyst class is: 9. Reactant: [NH2:1][C:2]1[CH:9]=[CH:8][CH:7]=[CH:6][C:3]=1[C:4]#[N:5].[I:10]N1C(=O)CCC1=O.C1C(=O)N(I)C(=O)C1.CN(C=O)C. Product: [NH2:1][C:2]1[CH:9]=[CH:8][C:7]([I:10])=[CH:6][C:3]=1[C:4]#[N:5]. (2) Reactant: [CH2:1]([O:8][C:9]1[N:10]=[N:11][C:12]([C:23]#[CH:24])=[CH:13][C:14]=1[O:15][CH2:16][C:17]1[CH:22]=[CH:21][CH:20]=[CH:19][CH:18]=1)[C:2]1[CH:7]=[CH:6][CH:5]=[CH:4][CH:3]=1.C([Li])CCC.[O:30]1[CH2:35][CH2:34][C:33](=[O:36])[CH2:32][CH2:31]1.[Cl-].[NH4+]. Product: [CH2:16]([O:15][C:14]1[CH:13]=[C:12]([C:23]#[C:24][C:33]2([OH:36])[CH2:34][CH2:35][O:30][CH2:31][CH2:32]2)[N:11]=[N:10][C:9]=1[O:8][CH2:1][C:2]1[CH:3]=[CH:4][CH:5]=[CH:6][CH:7]=1)[C:17]1[CH:22]=[CH:21][CH:20]=[CH:19][CH:18]=1. The catalyst class is: 7.